Dataset: Forward reaction prediction with 1.9M reactions from USPTO patents (1976-2016). Task: Predict the product of the given reaction. (1) Given the reactants [Br:1][C:2]1[CH:7]=[CH:6][C:5]([C:8](=[O:13])[C:9]([F:12])([F:11])[F:10])=[CH:4][CH:3]=1.[BH4-].[Na+], predict the reaction product. The product is: [Br:1][C:2]1[CH:7]=[CH:6][C:5]([CH:8]([OH:13])[C:9]([F:11])([F:12])[F:10])=[CH:4][CH:3]=1. (2) Given the reactants [Cl:1][C:2]1[N:7]=[N:6][C:5]([NH2:8])=[CH:4][CH:3]=1.Br[CH:10]([CH3:17])[C:11](=O)[C:12]([F:15])([F:14])[F:13], predict the reaction product. The product is: [Cl:1][C:2]1[CH:3]=[CH:4][C:5]2[N:6]([C:10]([CH3:17])=[C:11]([C:12]([F:15])([F:14])[F:13])[N:8]=2)[N:7]=1. (3) Given the reactants Cl[C:2]1[C:3]([O:8][C:9]2[CH:14]=[CH:13][C:12]([NH:15][C:16]3[CH:21]=[CH:20][CH:19]=[CH:18][N:17]=3)=[CH:11][CH:10]=2)=[N:4][CH:5]=[CH:6][N:7]=1.[Br-].[CH2:23]([Zn+])[C:24]1[CH:29]=[CH:28][CH:27]=[CH:26][CH:25]=1.C1COCC1.Cl, predict the reaction product. The product is: [CH2:23]([C:2]1[C:3]([O:8][C:9]2[CH:14]=[CH:13][C:12]([NH:15][C:16]3[CH:21]=[CH:20][CH:19]=[CH:18][N:17]=3)=[CH:11][CH:10]=2)=[N:4][CH:5]=[CH:6][N:7]=1)[C:24]1[CH:29]=[CH:28][CH:27]=[CH:26][CH:25]=1. (4) The product is: [N:43]1[CH:42]=[C:41]([C:39]([NH:38][C:36]2[CH:37]=[C:32]([C:30]3[N:29]=[C:25]([CH2:24][CH:22]4[CH2:21][N:20]([C:18]([O:17][C:13]([CH3:14])([CH3:15])[CH3:16])=[O:19])[CH2:23]4)[O:27][N:31]=3)[CH:33]=[CH:34][C:35]=2[CH3:50])=[O:40])[N:45]2[CH:46]=[CH:47][CH:48]=[CH:49][C:44]=12. Given the reactants C(C1NC=CN=1)(C1NC=CN=1)=O.[C:13]([O:17][C:18]([N:20]1[CH2:23][CH:22]([CH2:24][C:25]([OH:27])=O)[CH2:21]1)=[O:19])([CH3:16])([CH3:15])[CH3:14].O[N:29]=[C:30]([C:32]1[CH:33]=[CH:34][C:35]([CH3:50])=[C:36]([NH:38][C:39]([C:41]2[N:45]3[CH:46]=[CH:47][CH:48]=[CH:49][C:44]3=[N:43][CH:42]=2)=[O:40])[CH:37]=1)[NH2:31].O, predict the reaction product.